The task is: Predict the product of the given reaction.. This data is from Forward reaction prediction with 1.9M reactions from USPTO patents (1976-2016). Given the reactants Br[C:2]1[CH:3]=[N:4][N:5]([C:9]2[CH:24]=[CH:23][C:12]([C:13]([NH:15][CH2:16][CH:17]3[CH2:22][CH2:21][O:20][CH2:19][CH2:18]3)=[O:14])=[CH:11][N:10]=2)[C:6]=1[O:7][CH3:8].[C:25]([C:27]1[CH:32]=[CH:31][C:30](B(O)O)=[C:29]([CH3:36])[CH:28]=1)#[N:26].C(=O)([O-])[O-].[Na+].[Na+], predict the reaction product. The product is: [C:25]([C:27]1[CH:32]=[CH:31][C:30]([C:2]2[CH:3]=[N:4][N:5]([C:9]3[CH:24]=[CH:23][C:12]([C:13]([NH:15][CH2:16][CH:17]4[CH2:22][CH2:21][O:20][CH2:19][CH2:18]4)=[O:14])=[CH:11][N:10]=3)[C:6]=2[O:7][CH3:8])=[C:29]([CH3:36])[CH:28]=1)#[N:26].